This data is from Forward reaction prediction with 1.9M reactions from USPTO patents (1976-2016). The task is: Predict the product of the given reaction. (1) Given the reactants [Cl:1][C:2]1[C:3]([N:26]2[CH:30]=[C:29]([CH:31]=O)[C:28]([CH3:33])=[N:27]2)=[N:4][C:5]([NH:8][C:9]2[CH:14]=[C:13]([N+:15]([O-])=O)[C:12]([N:18]3[CH2:23][CH2:22][O:21][CH2:20][CH2:19]3)=[CH:11][C:10]=2[O:24][CH3:25])=[N:6][CH:7]=1.Cl.[NH:35]1[CH2:38][CH2:37][CH2:36]1, predict the reaction product. The product is: [N:35]1([CH2:31][C:29]2[C:28]([CH3:33])=[N:27][N:26]([C:3]3[C:2]([Cl:1])=[CH:7][N:6]=[C:5]([NH:8][C:9]4[C:10]([O:24][CH3:25])=[CH:11][C:12]([N:18]5[CH2:19][CH2:20][O:21][CH2:22][CH2:23]5)=[C:13]([NH:15][C:10](=[O:24])[CH:9]=[CH2:14])[CH:14]=4)[N:4]=3)[CH:30]=2)[CH2:38][CH2:37][CH2:36]1. (2) Given the reactants [CH2:1]([C:7]1[CH:8]=[C:9]([C:13]2[N:17]([CH3:18])[C:16]([C:19]([N:21]3[CH2:26][CH2:25][CH:24]([N:27]4[CH2:31][CH2:30][CH2:29][CH2:28]4)[CH2:23][CH2:22]3)=[O:20])=[C:15]([C:32]#[C:33][Si](C)(C)C)[N:14]=2)[CH:10]=[CH:11][CH:12]=1)[CH2:2][CH2:3][CH2:4][CH2:5][CH3:6].C(=O)([O-])[O-].[K+].[K+].Cl, predict the reaction product. The product is: [C:32]([C:15]1[N:14]=[C:13]([C:9]2[CH:10]=[CH:11][CH:12]=[C:7]([CH2:1][CH2:2][CH2:3][CH2:4][CH2:5][CH3:6])[CH:8]=2)[N:17]([CH3:18])[C:16]=1[C:19]([N:21]1[CH2:26][CH2:25][CH:24]([N:27]2[CH2:28][CH2:29][CH2:30][CH2:31]2)[CH2:23][CH2:22]1)=[O:20])#[CH:33]. (3) Given the reactants [Cl:1][C:2]1[CH:10]=[CH:9][C:5]([C:6]([OH:8])=[O:7])=[C:4]([N+:11]([O-:13])=[O:12])[CH:3]=1.N1C=CC=CC=1.[C:20]1([CH3:30])[CH:25]=CC(S(Cl)(=O)=O)=C[CH:21]=1.C(O)(C)(C)C, predict the reaction product. The product is: [Cl:1][C:2]1[CH:10]=[CH:9][C:5]([C:6]([O:8][C:20]([CH3:30])([CH3:25])[CH3:21])=[O:7])=[C:4]([N+:11]([O-:13])=[O:12])[CH:3]=1. (4) The product is: [C:28]([NH:27][C:23]1[CH:22]=[C:21]([O:20][C:17]2[CH:16]=[CH:15][C:14]([NH:13][C:8]([NH:6][C:1](=[O:5])[CH:2]([CH3:4])[CH3:3])=[O:9])=[N:19][CH:18]=2)[CH:26]=[CH:25][N:24]=1)(=[O:30])[CH3:29]. Given the reactants [C:1]([NH2:6])(=[O:5])[CH:2]([CH3:4])[CH3:3].C(Cl)(=O)[C:8](Cl)=[O:9].[NH2:13][C:14]1[N:19]=[CH:18][C:17]([O:20][C:21]2[CH:26]=[CH:25][N:24]=[C:23]([NH:27][C:28](=[O:30])[CH3:29])[CH:22]=2)=[CH:16][CH:15]=1.O, predict the reaction product. (5) Given the reactants Cl.[CH:2]([C:5]1[CH:6]=[C:7]([C@@H:11]([NH2:13])[CH3:12])[CH:8]=[CH:9][CH:10]=1)([CH3:4])[CH3:3].[CH3:14][O:15][C:16](=[O:42])[C:17]([O:20][C:21]1[CH:22]=[C:23]([CH:39]=[CH:40][CH:41]=1)[CH2:24][N:25]1[C:33]2[C:28](=[CH:29][C:30]([C:34](O)=[O:35])=[CH:31][CH:32]=2)[C:27]([CH3:37])=[C:26]1[CH3:38])([CH3:19])[CH3:18], predict the reaction product. The product is: [CH:2]([C:5]1[CH:6]=[C:7]([C@@H:11]([NH:13][C:34]([C:30]2[CH:29]=[C:28]3[C:33](=[CH:32][CH:31]=2)[N:25]([CH2:24][C:23]2[CH:22]=[C:21]([CH:41]=[CH:40][CH:39]=2)[O:20][C:17]([CH3:18])([CH3:19])[C:16]([O:15][CH3:14])=[O:42])[C:26]([CH3:38])=[C:27]3[CH3:37])=[O:35])[CH3:12])[CH:8]=[CH:9][CH:10]=1)([CH3:4])[CH3:3].